Dataset: NCI-60 drug combinations with 297,098 pairs across 59 cell lines. Task: Regression. Given two drug SMILES strings and cell line genomic features, predict the synergy score measuring deviation from expected non-interaction effect. (1) Drug 1: C(=O)(N)NO. Drug 2: CC12CCC3C(C1CCC2OP(=O)(O)O)CCC4=C3C=CC(=C4)OC(=O)N(CCCl)CCCl.[Na+]. Cell line: HCC-2998. Synergy scores: CSS=30.0, Synergy_ZIP=7.88, Synergy_Bliss=9.03, Synergy_Loewe=-2.76, Synergy_HSA=5.44. (2) Drug 1: C1=CC=C(C=C1)NC(=O)CCCCCCC(=O)NO. Drug 2: CC1C(C(CC(O1)OC2CC(CC3=C2C(=C4C(=C3O)C(=O)C5=CC=CC=C5C4=O)O)(C(=O)C)O)N)O. Cell line: UACC62. Synergy scores: CSS=64.3, Synergy_ZIP=-8.36, Synergy_Bliss=-2.64, Synergy_Loewe=-14.0, Synergy_HSA=0.644.